Task: Predict the reactants needed to synthesize the given product.. Dataset: Full USPTO retrosynthesis dataset with 1.9M reactions from patents (1976-2016) (1) Given the product [C:1]([C:5]1[CH:6]=[C:7]([N:15]2[CH:16]=[C:17]([C:23]([O:25][CH2:26][CH3:27])=[O:24])[C:18]([CH3:22])=[C:19]2[C:20]([OH:30])=[O:21])[CH:8]=[C:9]([C:11]2([CH3:14])[CH2:13][CH2:12]2)[CH:10]=1)([CH3:2])([CH3:3])[CH3:4], predict the reactants needed to synthesize it. The reactants are: [C:1]([C:5]1[CH:6]=[C:7]([N:15]2[C:19]([CH:20]=[O:21])=[C:18]([CH3:22])[C:17]([C:23]([O:25][CH2:26][CH3:27])=[O:24])=[CH:16]2)[CH:8]=[C:9]([C:11]2([CH3:14])[CH2:13][CH2:12]2)[CH:10]=1)([CH3:4])([CH3:3])[CH3:2].S(=O)(=O)([OH:30])N.[O-]Cl=O.[Na+].OP([O-])(O)=O.[K+]. (2) Given the product [CH3:19][O:20][C@@H:2]([CH3:1])[C@@H:3]([C:15]([O:17][CH3:18])=[O:16])[NH:4][C:5]([O:7][CH2:8][C:9]1[CH:14]=[CH:13][CH:12]=[CH:11][CH:10]=1)=[O:6], predict the reactants needed to synthesize it. The reactants are: [CH3:1][C@@H:2]1[N:4]([C:5]([O:7][CH2:8][C:9]2[CH:14]=[CH:13][CH:12]=[CH:11][CH:10]=2)=[O:6])[C@H:3]1[C:15]([O:17][CH3:18])=[O:16].[CH3:19][OH:20]. (3) Given the product [C:7]1([CH2:13][O:14][C:15]2[C:25]3[O:24][CH2:23][CH2:22][NH:21][CH2:20][C:19]=3[CH:18]=[CH:17][CH:16]=2)[CH:12]=[CH:11][CH:10]=[CH:9][CH:8]=1, predict the reactants needed to synthesize it. The reactants are: [H-].[Al+3].[Li+].[H-].[H-].[H-].[C:7]1([CH2:13][O:14][C:15]2[C:25]3[O:24][CH2:23][CH2:22][NH:21][C:20](=O)[C:19]=3[CH:18]=[CH:17][CH:16]=2)[CH:12]=[CH:11][CH:10]=[CH:9][CH:8]=1. (4) Given the product [Si:20]([O:19][C@H:12]([C:13]1[CH:14]=[CH:15][CH:16]=[CH:17][CH:18]=1)[C@@H:9]1[NH:8][CH:7]([CH2:6][C:5]2[CH:4]=[CH:3][C:2]([NH2:1])=[CH:35][CH:34]=2)[CH2:11][CH2:10]1)([C:23]([CH3:25])([CH3:26])[CH3:24])([CH3:22])[CH3:21], predict the reactants needed to synthesize it. The reactants are: [NH2:1][C:2]1[CH:35]=[CH:34][C:5]([CH2:6][CH:7]2[CH2:11][CH2:10][C@H:9]([C@H:12]([O:19][Si:20]([C:23]([CH3:26])([CH3:25])[CH3:24])([CH3:22])[CH3:21])[C:13]3[CH:18]=[CH:17][CH:16]=[CH:15][CH:14]=3)[N:8]2C(OC(C)(C)C)=O)=[CH:4][CH:3]=1.[H][H].